This data is from NCI-60 drug combinations with 297,098 pairs across 59 cell lines. The task is: Regression. Given two drug SMILES strings and cell line genomic features, predict the synergy score measuring deviation from expected non-interaction effect. (1) Drug 1: CC12CCC3C(C1CCC2O)C(CC4=C3C=CC(=C4)O)CCCCCCCCCS(=O)CCCC(C(F)(F)F)(F)F. Drug 2: CN(CCCl)CCCl.Cl. Cell line: SR. Synergy scores: CSS=36.3, Synergy_ZIP=-0.371, Synergy_Bliss=-0.712, Synergy_Loewe=-23.2, Synergy_HSA=-1.25. (2) Drug 1: C1=NC2=C(N=C(N=C2N1C3C(C(C(O3)CO)O)O)F)N. Drug 2: C1=NC2=C(N=C(N=C2N1C3C(C(C(O3)CO)O)F)Cl)N. Cell line: NCI/ADR-RES. Synergy scores: CSS=41.9, Synergy_ZIP=-0.352, Synergy_Bliss=-1.59, Synergy_Loewe=-12.8, Synergy_HSA=-1.17.